This data is from Reaction yield outcomes from USPTO patents with 853,638 reactions. The task is: Predict the reaction yield, written as a fraction of the theoretical maximum amount of product (1.0 means a 100% yield; for example, 0.34 means a 34% yield). (1) The reactants are [CH2:1]([O:8][C:9]1[CH:16]=[CH:15][C:12]([C:13]#[N:14])=[C:11]([F:17])[CH:10]=1)[C:2]1[CH:7]=[CH:6][CH:5]=[CH:4][CH:3]=1.[Li+].C[Si]([N-:23][Si](C)(C)C)(C)C.[ClH:28]. The catalyst is C1COCC1. The product is [ClH:28].[CH2:1]([O:8][C:9]1[CH:16]=[CH:15][C:12]([C:13]([NH2:23])=[NH:14])=[C:11]([F:17])[CH:10]=1)[C:2]1[CH:3]=[CH:4][CH:5]=[CH:6][CH:7]=1. The yield is 0.720. (2) The reactants are OC(C(F)(F)F)=O.[N:8]1([C:15]([C:17]2[CH:18]=[C:19]([CH:32]=[CH:33][C:34]=2[F:35])[CH2:20][C:21]2[C:30]3[C:25](=[CH:26][CH:27]=[CH:28][CH:29]=3)[C:24](=[O:31])[NH:23][N:22]=2)=[O:16])[CH2:14][CH2:13][CH2:12][NH:11][CH2:10][CH2:9]1.[O:36]=[C:37]([C:41]1[CH:46]=[CH:45][CH:44]=[CH:43][CH:42]=1)[C:38](O)=[O:39].CCN(C(C)C)C(C)C.CN(C(ON1N=NC2C=CC=NC1=2)=[N+](C)C)C.F[P-](F)(F)(F)(F)F. The catalyst is CN(C=O)C. The product is [F:35][C:34]1[CH:33]=[CH:32][C:19]([CH2:20][C:21]2[C:30]3[C:25](=[CH:26][CH:27]=[CH:28][CH:29]=3)[C:24](=[O:31])[NH:23][N:22]=2)=[CH:18][C:17]=1[C:15]([N:8]1[CH2:14][CH2:13][CH2:12][N:11]([C:38](=[O:39])[C:37]([C:41]2[CH:46]=[CH:45][CH:44]=[CH:43][CH:42]=2)=[O:36])[CH2:10][CH2:9]1)=[O:16]. The yield is 0.410. (3) The reactants are [CH2:1]([P:3]([O:7][C:8]1[CH:13]=[CH:12][C:11]([P:14]([O:25][CH2:26][CH3:27])([CH2:16][P:17]([O:22][CH2:23][CH3:24])([O:19][CH2:20][CH3:21])=[O:18])=[O:15])=[CH:10][C:9]=1[C:28]([CH3:41])([CH3:40])[CH2:29][C:30]([O:32]CC1C=CC=CC=1)=[O:31])([CH2:5][CH3:6])=[O:4])[CH3:2]. The catalyst is CO.[Pd]. The product is [CH2:5]([P:3]([O:7][C:8]1[CH:13]=[CH:12][C:11]([P:14]([O:25][CH2:26][CH3:27])([CH2:16][P:17]([O:22][CH2:23][CH3:24])([O:19][CH2:20][CH3:21])=[O:18])=[O:15])=[CH:10][C:9]=1[C:28]([CH3:41])([CH3:40])[CH2:29][C:30]([OH:32])=[O:31])([CH2:1][CH3:2])=[O:4])[CH3:6]. The yield is 0.980. (4) The reactants are [CH:1]1[C:13]2[N:12]([CH2:14][CH2:15][N:16]([CH2:19][CH3:20])[CH2:17][CH3:18])[C:11]3[C:6](=[CH:7][CH:8]=[CH:9][CH:10]=3)[C:5]=2[CH:4]=[CH:3][CH:2]=1.[Al+3].[Cl-:22].[Cl-].[Cl-].[Cl:25][CH2:26][CH2:27][C:28](Cl)=[O:29].Cl. The catalyst is [N+](C1C=CC=CC=1)([O-])=O. The product is [ClH:25].[CH2:17]([N:16]([CH2:19][CH3:20])[CH2:15][CH2:14][N:12]1[C:11]2[CH:10]=[CH:9][C:8]([C:28](=[O:29])[CH2:27][CH2:26][Cl:25])=[CH:7][C:6]=2[C:5]2[C:13]1=[CH:1][CH:2]=[C:3]([C:28](=[O:29])[CH2:27][CH2:26][Cl:22])[CH:4]=2)[CH3:18]. The yield is 0.763. (5) The reactants are [OH:1][N:2]=[C:3](Cl)[C:4]1[CH:9]=[CH:8][C:7]([CH2:10][CH:11]([CH3:13])[CH3:12])=[CH:6][CH:5]=1.C([Si]([O:22][CH2:23][C:24]1[S:25][CH:26]=[C:27]([C:29]#[CH:30])[CH:28]=1)(C)C)(C)(C)C.C(N(CC)CC)C.[F-].C([N+](CCCC)(CCCC)CCCC)CCC. The catalyst is C(OCC)(=O)C.O1CCCC1.CCCCCC.O. The product is [CH2:10]([C:7]1[CH:8]=[CH:9][C:4]([C:3]2[CH:30]=[C:29]([C:27]3[CH:28]=[C:24]([CH2:23][OH:22])[S:25][CH:26]=3)[O:1][N:2]=2)=[CH:5][CH:6]=1)[CH:11]([CH3:13])[CH3:12]. The yield is 0.590.